This data is from Full USPTO retrosynthesis dataset with 1.9M reactions from patents (1976-2016). The task is: Predict the reactants needed to synthesize the given product. (1) Given the product [CH3:1][C:2]1[CH:3]=[CH:4][C:5]([S:8]([O:11][C:12]2[CH:13]=[C:14]3[C:19](=[C:20]([Br:25])[CH:21]=2)[NH:18][C:17]([CH3:23])([CH3:22])[CH:16]=[C:15]3[CH3:24])(=[O:10])=[O:9])=[CH:6][CH:7]=1, predict the reactants needed to synthesize it. The reactants are: [CH3:1][C:2]1[CH:7]=[CH:6][C:5]([S:8]([O:11][C:12]2[CH:13]=[C:14]3[C:19](=[CH:20][CH:21]=2)[NH:18][C:17]([CH3:23])([CH3:22])[CH:16]=[C:15]3[CH3:24])(=[O:10])=[O:9])=[CH:4][CH:3]=1.[Br:25]N1C(=O)CCC1=O. (2) Given the product [Cl:1][C:2]1[CH:3]=[C:4]([C:12]2([C:30]([F:31])([F:32])[F:33])[O:16][N:15]=[C:14]([C:17]3[C:26]4[C:21](=[CH:22][CH:23]=[CH:24][CH:25]=4)[C:20]([C:27]([N:73]4[CH2:74][C:75](=[O:76])[N:71]([CH2:70][CH2:69][C:68]([F:67])([F:77])[F:78])[CH2:72]4)=[O:28])=[CH:19][CH:18]=3)[CH2:13]2)[CH:5]=[C:6]([C:8]([F:9])([F:10])[F:11])[CH:7]=1, predict the reactants needed to synthesize it. The reactants are: [Cl:1][C:2]1[CH:3]=[C:4]([C:12]2([C:30]([F:33])([F:32])[F:31])[O:16][N:15]=[C:14]([C:17]3[C:26]4[C:21](=[CH:22][CH:23]=[CH:24][CH:25]=4)[C:20]([C:27](O)=[O:28])=[CH:19][CH:18]=3)[CH2:13]2)[CH:5]=[C:6]([C:8]([F:11])([F:10])[F:9])[CH:7]=1.CN(C(ON1N=NC2C=CC=NC1=2)=[N+](C)C)C.F[P-](F)(F)(F)(F)F.CCN(C(C)C)C(C)C.[F:67][C:68]([F:78])([F:77])[CH2:69][CH2:70][N:71]1[C:75](=[O:76])[CH2:74][NH:73][CH2:72]1. (3) Given the product [F:1][C:2]1[CH:3]=[CH:4][C:5]2[N:9]=[C:8]([C@@H:10]([NH2:13])[CH2:11][CH3:12])[N:7]([C:21]3[CH:22]=[CH:23][CH:24]=[CH:25][CH:26]=3)[C:6]=2[CH:27]=1, predict the reactants needed to synthesize it. The reactants are: [F:1][C:2]1[CH:3]=[CH:4][C:5]2[N:9]=[C:8]([C@@H:10]([NH:13]C(=O)OC(C)(C)C)[CH2:11][CH3:12])[N:7]([C:21]3[CH:26]=[CH:25][CH:24]=[CH:23][CH:22]=3)[C:6]=2[CH:27]=1.C(O)(C(F)(F)F)=O. (4) Given the product [CH3:1][N:2]([CH3:17])[C:3]([C:5]1[CH:6]=[C:7]([C:60]2[CH:61]=[C:62]([CH:63]=[O:64])[CH:65]=[CH:66][C:67]=2[O:68][C:69]([F:70])([F:72])[F:71])[C:8]2[O:12][CH2:11][C:10]([CH3:14])([CH3:13])[C:9]=2[CH:15]=1)=[O:4], predict the reactants needed to synthesize it. The reactants are: [CH3:1][N:2]([CH3:17])[C:3]([C:5]1[CH:6]=[C:7](Br)[C:8]2[O:12][CH2:11][C:10]([CH3:14])([CH3:13])[C:9]=2[CH:15]=1)=[O:4].C(N(CC)CC)C.C1(P(C2CCCCC2)C2C=CC=CC=2C2C=CC=CC=2)CCCCC1.[B]1OC(C)(C)C(C)(C)O1.Br[C:60]1[CH:61]=[C:62]([CH:65]=[CH:66][C:67]=1[O:68][C:69]([F:72])([F:71])[F:70])[CH:63]=[O:64]. (5) Given the product [Cl:1][C:2]1[CH:7]=[C:6]([NH:8][C:15](=[O:17])[CH3:16])[C:5]([F:9])=[CH:4][N:3]=1, predict the reactants needed to synthesize it. The reactants are: [Cl:1][C:2]1[CH:7]=[C:6]([NH2:8])[C:5]([F:9])=[CH:4][N:3]=1.C(=O)([O-])O.[Na+].[C:15](OC(=O)C)(=[O:17])[CH3:16]. (6) Given the product [Br:30][C:3]1[C@H:2]([CH2:14][NH:15][C:16](=[O:22])[O:17][C:18]([CH3:19])([CH3:21])[CH3:20])[O:1][B:6]2[C:5]3[C:4]=1[CH:13]=[CH:12][O:11][CH2:10][C:9]=3[CH2:8][O:7]2, predict the reactants needed to synthesize it. The reactants are: [O:1]1[B:6]2[O:7][CH2:8][C:9]3[CH2:10][O:11][CH:12]=[CH:13][C:4]([C:5]=32)=[CH:3][C@H:2]1[CH2:14][NH:15][C:16](=[O:22])[O:17][C:18]([CH3:21])([CH3:20])[CH3:19].C1C(=O)N([Br:30])C(=O)C1. (7) Given the product [CH3:30][Si:27]([CH3:28])([CH3:29])[C:25]1[CH:24]=[C:5]([CH:4]=[C:3]([Si:2]([CH3:1])([CH3:32])[CH3:31])[CH:26]=1)[C:6]([NH:8][C:9]1[CH:14]=[CH:13][C:12](/[CH:15]=[C:16](\[CH3:22])/[C:17]([OH:19])=[O:18])=[C:11]([F:23])[CH:10]=1)=[O:7], predict the reactants needed to synthesize it. The reactants are: [CH3:1][Si:2]([CH3:32])([CH3:31])[C:3]1[CH:4]=[C:5]([CH:24]=[C:25]([Si:27]([CH3:30])([CH3:29])[CH3:28])[CH:26]=1)[C:6]([NH:8][C:9]1[CH:14]=[CH:13][C:12](/[CH:15]=[C:16](\[CH3:22])/[C:17]([O:19]CC)=[O:18])=[C:11]([F:23])[CH:10]=1)=[O:7].[OH-].[Na+].Cl. (8) Given the product [CH2:1]([NH:3][C:4]([NH:6][C:7]1[CH:8]=[CH:9][C:10]([C:13]2[N:14]=[C:15]([N:23]3[CH2:28][CH2:27][O:26][CH2:25][C@@H:24]3[CH3:29])[C:16]3[CH2:22][CH2:21][N:20]([C:36]([C:34]4[O:35][C:31]([CH3:30])=[N:32][N:33]=4)=[O:37])[CH2:19][C:17]=3[N:18]=2)=[CH:11][CH:12]=1)=[O:5])[CH3:2], predict the reactants needed to synthesize it. The reactants are: [CH2:1]([NH:3][C:4]([NH:6][C:7]1[CH:12]=[CH:11][C:10]([C:13]2[N:14]=[C:15]([N:23]3[CH2:28][CH2:27][O:26][CH2:25][C@@H:24]3[CH3:29])[C:16]3[CH2:22][CH2:21][NH:20][CH2:19][C:17]=3[N:18]=2)=[CH:9][CH:8]=1)=[O:5])[CH3:2].[CH3:30][C:31]1[O:35][C:34]([C:36](O)=[O:37])=[N:33][N:32]=1. (9) Given the product [CH:1]1[C:13]2[N:12]([C:14]3[CH:19]=[CH:18][C:17]([C:20]4([C:33]5[CH:38]=[CH:37][C:36]([Si:51]([C:52]6[CH:53]=[CH:54][CH:55]=[CH:56][CH:57]=6)([C:58]6[CH:63]=[CH:62][CH:61]=[CH:60][CH:59]=6)[C:45]6[CH:46]=[CH:47][CH:48]=[CH:49][CH:50]=6)=[CH:35][CH:34]=5)[C:32]5[CH:31]=[CH:30][CH:29]=[CH:28][C:27]=5[C:26]5[C:21]4=[CH:22][CH:23]=[CH:24][CH:25]=5)=[CH:16][CH:15]=3)[C:11]3[C:6](=[CH:7][CH:8]=[CH:9][CH:10]=3)[C:5]=2[CH:4]=[CH:3][CH:2]=1, predict the reactants needed to synthesize it. The reactants are: [CH:1]1[C:13]2[N:12]([C:14]3[CH:19]=[CH:18][C:17]([C:20]4([C:33]5[CH:38]=[CH:37][C:36](I)=[CH:35][CH:34]=5)[C:32]5[CH:31]=[CH:30][CH:29]=[CH:28][C:27]=5[C:26]5[C:21]4=[CH:22][CH:23]=[CH:24][CH:25]=5)=[CH:16][CH:15]=3)[C:11]3[C:6](=[CH:7][CH:8]=[CH:9][CH:10]=3)[C:5]=2[CH:4]=[CH:3][CH:2]=1.C([Li])CCC.[C:45]1([Si:51](Cl)([C:58]2[CH:63]=[CH:62][CH:61]=[CH:60][CH:59]=2)[C:52]2[CH:57]=[CH:56][CH:55]=[CH:54][CH:53]=2)[CH:50]=[CH:49][CH:48]=[CH:47][CH:46]=1.[Cl-].[NH4+]. (10) Given the product [I-:14].[CH2:2]([N+:16]1[CH:21]=[C:20]([CH3:22])[CH:19]=[C:18]([CH3:23])[CH:17]=1)[CH2:3][CH2:4][CH2:5][CH2:6][CH2:7][C:8]#[C:9][CH2:10][CH2:11][CH2:12][CH3:13], predict the reactants needed to synthesize it. The reactants are: Cl[CH2:2][CH2:3][CH2:4][CH2:5][CH2:6][CH2:7][C:8]#[C:9][CH2:10][CH2:11][CH2:12][CH3:13].[I-:14].[K+].[N:16]1[CH:21]=[C:20]([CH3:22])[CH:19]=[C:18]([CH3:23])[CH:17]=1.